Dataset: Forward reaction prediction with 1.9M reactions from USPTO patents (1976-2016). Task: Predict the product of the given reaction. (1) Given the reactants C([O:3][C:4]([C:6]1[C:7]([C:12]2[CH:17]=[CH:16][C:15]([F:18])=[CH:14][C:13]=2[F:19])=[N:8][O:9][C:10]=1[CH3:11])=[O:5])C.[OH-].[Na+].CO.Cl, predict the reaction product. The product is: [C:4]([C:6]1[C:7]([C:12]2[CH:17]=[CH:16][C:15]([F:18])=[CH:14][C:13]=2[F:19])=[N:8][O:9][C:10]=1[CH3:11])([OH:5])=[O:3]. (2) Given the reactants [CH3:1][N:2]1[CH2:10][C@H:9]2[C@@H:4]([N:5](C(OC(C)(C)C)=O)[CH2:6][C:7](=[O:11])[NH:8]2)[CH2:3]1.[ClH:19], predict the reaction product. The product is: [ClH:19].[ClH:19].[CH3:1][N:2]1[CH2:3][C@H:4]2[C@@H:9]([NH:8][C:7](=[O:11])[CH2:6][NH:5]2)[CH2:10]1. (3) Given the reactants [NH2:1][CH2:2][C:3]1[CH:8]=[C:7]([C:9]2[CH:14]=[CH:13][N:12]=[C:11]([NH:15][C:16]3[CH:21]=[CH:20][CH:19]=[C:18]([Cl:22])[CH:17]=3)[N:10]=2)[CH:6]=[CH:5][N:4]=1.C[CH2:24][CH2:25][CH2:26][CH2:27][N:28]=[C:29]=[S:30].[CH2:31](N(CC)CC)C, predict the reaction product. The product is: [Cl:22][C:18]1[CH:17]=[C:16]([NH:15][C:11]2[N:10]=[C:9]([C:7]3[CH:6]=[CH:5][N:4]=[C:3]([CH2:2][NH:1][C:29]([NH:28][CH2:27][CH:26]([CH3:31])[CH2:25][CH3:24])=[S:30])[CH:8]=3)[CH:14]=[CH:13][N:12]=2)[CH:21]=[CH:20][CH:19]=1. (4) Given the reactants [Cl:1][C:2]1[N:7]=[C:6]([CH3:8])[C:5]([C:9]([N:11]2[CH2:16][CH2:15][N:14]([S:17]([C:20]3[CH:25]=[CH:24][C:23]([C:26]([F:29])([F:28])[F:27])=[CH:22][CH:21]=3)(=[O:19])=[O:18])[CH2:13][C@@H:12]2[CH3:30])=[O:10])=[CH:4][CH:3]=1.[CH3:31][NH:32][CH3:33].CO, predict the reaction product. The product is: [ClH:1].[CH3:31][N:32]([CH3:33])[C:2]1[CH:3]=[CH:4][C:5]([C:9]([N:11]2[CH2:16][CH2:15][N:14]([S:17]([C:20]3[CH:25]=[CH:24][C:23]([C:26]([F:29])([F:28])[F:27])=[CH:22][CH:21]=3)(=[O:19])=[O:18])[CH2:13][C@@H:12]2[CH3:30])=[O:10])=[C:6]([CH3:8])[N:7]=1. (5) The product is: [CH3:3][O:4][C:5]1[C:6]2[N:7]([N:17]=[CH:18][C:19]=2[C:20]2[CH:21]=[N:22][N:23]([CH2:26][C:27]3[CH:32]=[CH:31][CH:30]=[CH:29][N:28]=3)[CH:24]=2)[CH:8]=[C:9]([C:11]2[CH:12]=[N:13][N:14]([CH3:16])[CH:15]=2)[CH:10]=1. Given the reactants [H-].[Na+].[CH3:3][O:4][C:5]1[C:6]2[N:7]([N:17]=[CH:18][C:19]=2[C:20]2[CH:21]=[N:22][NH:23][CH:24]=2)[CH:8]=[C:9]([C:11]2[CH:12]=[N:13][N:14]([CH3:16])[CH:15]=2)[CH:10]=1.Cl[CH2:26][C:27]1[CH:32]=[CH:31][CH:30]=[CH:29][N:28]=1, predict the reaction product. (6) Given the reactants [CH3:1][NH:2][C:3]1[C:4]([NH2:12])=[CH:5][C:6]([N+:9]([O-:11])=[O:10])=[CH:7][CH:8]=1.[N:13]#[C:14]Br, predict the reaction product. The product is: [CH3:1][N:2]1[C:3]2[CH:8]=[CH:7][C:6]([N+:9]([O-:11])=[O:10])=[CH:5][C:4]=2[N:12]=[C:14]1[NH2:13].